From a dataset of Reaction yield outcomes from USPTO patents with 853,638 reactions. Predict the reaction yield, written as a fraction of the theoretical maximum amount of product (1.0 means a 100% yield; for example, 0.34 means a 34% yield). (1) The reactants are [CH2:1]([O:8][C:9]([N:11]1[CH2:15][CH:14]([O:16][C:17](=[O:19])[CH3:18])[CH2:13][CH:12]1[CH2:20][CH:21]1[C:29]2[C:24](=[CH:25][CH:26]=[C:27](Br)[CH:28]=2)[N:23]([C:31](=[O:33])[CH3:32])[CH2:22]1)=[O:10])[C:2]1[CH:7]=[CH:6][CH:5]=[CH:4][CH:3]=1.C([O-])([O-])=O.[K+].[K+].CO[CH2:42][CH2:43]OC.O. The catalyst is CCOC(C)=O.C1C=CC([P]([Pd]([P](C2C=CC=CC=2)(C2C=CC=CC=2)C2C=CC=CC=2)([P](C2C=CC=CC=2)(C2C=CC=CC=2)C2C=CC=CC=2)[P](C2C=CC=CC=2)(C2C=CC=CC=2)C2C=CC=CC=2)(C2C=CC=CC=2)C2C=CC=CC=2)=CC=1. The product is [CH2:1]([O:8][C:9]([N:11]1[CH2:15][CH:14]([O:16][C:17](=[O:19])[CH3:18])[CH2:13][CH:12]1[CH2:20][CH:21]1[C:29]2[C:24](=[CH:25][CH:26]=[C:27]([CH:42]=[CH2:43])[CH:28]=2)[N:23]([C:31](=[O:33])[CH3:32])[CH2:22]1)=[O:10])[C:2]1[CH:7]=[CH:6][CH:5]=[CH:4][CH:3]=1. The yield is 0.590. (2) The reactants are C=O.[F:3][C:4]1[CH:5]=[CH:6][C:7]([CH2:14][CH2:15][C:16]2[C:21]([C:22]([F:25])([F:24])[F:23])=[CH:20][N:19]=[C:18]([NH:26][C:27]3[CH:32]=[CH:31][C:30]([CH:33]4[CH2:38][CH2:37][NH:36][CH2:35][CH2:34]4)=[CH:29][CH:28]=3)[N:17]=2)=[C:8]([CH2:10][C:11]([NH2:13])=[O:12])[CH:9]=1.[C:39](O[BH-](OC(=O)C)OC(=O)C)(=O)C.[Na+]. The catalyst is CO. The product is [F:3][C:4]1[CH:5]=[CH:6][C:7]([CH2:14][CH2:15][C:16]2[C:21]([C:22]([F:24])([F:25])[F:23])=[CH:20][N:19]=[C:18]([NH:26][C:27]3[CH:32]=[CH:31][C:30]([CH:33]4[CH2:38][CH2:37][N:36]([CH3:39])[CH2:35][CH2:34]4)=[CH:29][CH:28]=3)[N:17]=2)=[C:8]([CH2:10][C:11]([NH2:13])=[O:12])[CH:9]=1. The yield is 0.870. (3) The reactants are [CH2:1]([O:3][C:4]([C:6]1[CH:10]=[C:9]([C:11]2[CH:16]=[CH:15][N:14]=[C:13]([NH2:17])[N:12]=2)[NH:8][CH:7]=1)=[O:5])[CH3:2].I[C:19]1[CH:24]=[CH:23][C:22]([N:25]2[CH2:30][CH2:29][N:28]([CH3:31])[CH2:27][CH2:26]2)=[CH:21][C:20]=1[O:32][C:33]([F:36])([F:35])[F:34].C(=O)([O-])[O-].[Cs+].[Cs+].CC1(C)C2C(=C(P(C3C=CC=CC=3)C3C=CC=CC=3)C=CC=2)OC2C(P(C3C=CC=CC=3)C3C=CC=CC=3)=CC=CC1=2. The catalyst is O1CCOCC1.C1C=CC(/C=C/C(/C=C/C2C=CC=CC=2)=O)=CC=1.C1C=CC(/C=C/C(/C=C/C2C=CC=CC=2)=O)=CC=1.C1C=CC(/C=C/C(/C=C/C2C=CC=CC=2)=O)=CC=1.[Pd].[Pd]. The product is [CH2:1]([O:3][C:4]([C:6]1[CH:10]=[C:9]([C:11]2[CH:16]=[CH:15][N:14]=[C:13]([NH:17][C:19]3[CH:24]=[CH:23][C:22]([N:25]4[CH2:30][CH2:29][N:28]([CH3:31])[CH2:27][CH2:26]4)=[CH:21][C:20]=3[O:32][C:33]([F:34])([F:36])[F:35])[N:12]=2)[NH:8][CH:7]=1)=[O:5])[CH3:2]. The yield is 0.150. (4) The reactants are Cl[C:2]1[C:11]2[C:6](=[CH:7][C:8]([O:14][CH2:15][CH2:16][CH2:17][N:18]3[CH2:23][CH2:22][S:21](=[O:25])(=[O:24])[CH2:20][CH2:19]3)=[C:9]([O:12][CH3:13])[CH:10]=2)[N:5]=[CH:4][N:3]=1.[F:26][C:27]1[CH:36]=[C:35]([C:37]#[C:38][CH2:39][O:40][CH3:41])[C:30]2[O:31][CH:32](N)[O:33][C:29]=2[CH:28]=1.C[Si]([N-:46][Si](C)(C)C)(C)C.[Na+]. The catalyst is CN(C=O)C. The product is [O:24]=[S:21]1(=[O:25])[CH2:22][CH2:23][N:18]([CH2:17][CH2:16][CH2:15][O:14][C:8]2[CH:7]=[C:6]3[C:11]([C:2]([NH:46][C:28]4[C:29]5[O:33][CH2:32][O:31][C:30]=5[C:35]([C:37]#[C:38][CH2:39][O:40][CH3:41])=[CH:36][C:27]=4[F:26])=[N:3][CH:4]=[N:5]3)=[CH:10][C:9]=2[O:12][CH3:13])[CH2:19][CH2:20]1. The yield is 0.870. (5) The reactants are [NH2:1][C:2]1[CH:7]=[CH:6][C:5](O)=[C:4]([Cl:9])[CH:3]=1.[C:10](OC(=O)C)(=[O:12])[CH3:11].[OH2:17]. No catalyst specified. The product is [Cl:9][C:4]1[CH:5]=[CH:6][C:7]([OH:17])=[C:2]([NH:1][C:10](=[O:12])[CH3:11])[CH:3]=1. The yield is 0.700.